From a dataset of Catalyst prediction with 721,799 reactions and 888 catalyst types from USPTO. Predict which catalyst facilitates the given reaction. (1) Reactant: Br[C:2]1[C:3]([N:21]2[CH2:26][CH2:25][C:24]([CH3:28])([CH3:27])[CH2:23][CH2:22]2)=[C:4]([C@H:10]([O:16][C:17]([CH3:20])([CH3:19])[CH3:18])[C:11]([O:13][CH2:14][CH3:15])=[O:12])[C:5]([CH3:9])=[N:6][C:7]=1[CH3:8].[F:29][C:30]1[CH:46]=[CH:45][C:33]([CH2:34][O:35][C:36]2[CH:41]=[CH:40][C:39](B(O)O)=[CH:38][CH:37]=2)=[CH:32][CH:31]=1.C([O-])([O-])=O.[Na+].[Na+]. Product: [C:17]([O:16][C@@H:10]([C:4]1[C:5]([CH3:9])=[N:6][C:7]([CH3:8])=[C:2]([C:39]2[CH:38]=[CH:37][C:36]([O:35][CH2:34][C:33]3[CH:32]=[CH:31][C:30]([F:29])=[CH:46][CH:45]=3)=[CH:41][CH:40]=2)[C:3]=1[N:21]1[CH2:26][CH2:25][C:24]([CH3:28])([CH3:27])[CH2:23][CH2:22]1)[C:11]([O:13][CH2:14][CH3:15])=[O:12])([CH3:20])([CH3:19])[CH3:18]. The catalyst class is: 128. (2) Product: [Br:1][C:2]1[C:13]([F:14])=[CH:12][C:5]2[C:6]([C:9]([O:11][CH3:20])=[O:10])=[N:7][S:8][C:4]=2[CH:3]=1. The catalyst class is: 24. Reactant: [Br:1][C:2]1[C:13]([F:14])=[CH:12][C:5]2[C:6]([C:9]([OH:11])=[O:10])=[N:7][S:8][C:4]=2[CH:3]=1.OS(O)(=O)=O.[C:20]([O-])([O-])=O.[Na+].[Na+]. (3) Reactant: Br[C:2]1[CH:11]=[CH:10][C:9]2[C:4](=[CH:5][CH:6]=[C:7]([Br:12])[CH:8]=2)[CH:3]=1.[C:13]1([C:22]2[CH:27]=[CH:26][CH:25]=[CH:24][CH:23]=2)[CH:18]=[CH:17][CH:16]=[C:15](B(O)O)[CH:14]=1.C(=O)([O-])[O-].[Na+].[Na+]. Product: [C:13]1([C:22]2[CH:23]=[CH:24][CH:25]=[CH:26][CH:27]=2)[CH:18]=[CH:17][CH:16]=[C:15]([C:2]2[CH:11]=[CH:10][C:9]3[C:4](=[CH:5][CH:6]=[C:7]([Br:12])[CH:8]=3)[CH:3]=2)[CH:14]=1. The catalyst class is: 206. (4) Reactant: [Si]([O:8][CH:9]1[CH2:12][NH:11][CH2:10]1)(C(C)(C)C)(C)C.[CH:13]1([CH2:16][O:17][C:18]2[CH:23]=[CH:22][C:21](I)=[CH:20][CH:19]=2)[CH2:15][CH2:14]1.CC([O-])(C)C.[Na+].O1CCOCC1. Product: [CH:13]1([CH2:16][O:17][C:18]2[CH:23]=[CH:22][C:21]([N:11]3[CH2:10][CH:9]([OH:8])[CH2:12]3)=[CH:20][CH:19]=2)[CH2:14][CH2:15]1. The catalyst class is: 6.